This data is from Peptide-MHC class II binding affinity with 134,281 pairs from IEDB. The task is: Regression. Given a peptide amino acid sequence and an MHC pseudo amino acid sequence, predict their binding affinity value. This is MHC class II binding data. (1) The peptide sequence is THMWFSRAVAQSILA. The MHC is DRB1_1501 with pseudo-sequence DRB1_1501. The binding affinity (normalized) is 0.700. (2) The peptide sequence is ALREKVLGLPAIKAW. The MHC is DRB3_0101 with pseudo-sequence DRB3_0101. The binding affinity (normalized) is 0. (3) The peptide sequence is VIPEGWKADTSYESK. The MHC is HLA-DPA10103-DPB10301 with pseudo-sequence HLA-DPA10103-DPB10301. The binding affinity (normalized) is 0. (4) The peptide sequence is GPLQIVDKIDAAFKI. The MHC is DRB4_0101 with pseudo-sequence DRB4_0103. The binding affinity (normalized) is 0.400. (5) The MHC is DRB1_0101 with pseudo-sequence DRB1_0101. The peptide sequence is VRDEVQLALHKMKSS. The binding affinity (normalized) is 0.606. (6) The binding affinity (normalized) is 0.0987. The MHC is HLA-DQA10101-DQB10501 with pseudo-sequence HLA-DQA10101-DQB10501. The peptide sequence is APKVKYTVFETALKK. (7) The peptide sequence is LSQTASEDSDVFGEA. The MHC is H-2-IAd with pseudo-sequence H-2-IAd. The binding affinity (normalized) is 0.0412.